Task: Predict the reaction yield, written as a fraction of the theoretical maximum amount of product (1.0 means a 100% yield; for example, 0.34 means a 34% yield).. Dataset: Reaction yield outcomes from USPTO patents with 853,638 reactions (1) The reactants are [CH3:1][C:2]1[C:7]([C:8]([F:11])([F:10])[F:9])=[CH:6][CH:5]=[CH:4][C:3]=1[N+:12]([O-:14])=[O:13].[Br:15]N1C(=O)CCC1=O. The catalyst is C(Cl)(Cl)(Cl)Cl.C(OOC(=O)C1C=CC=CC=1)(=O)C1C=CC=CC=1. The product is [Br:15][CH2:1][C:2]1[C:7]([C:8]([F:11])([F:10])[F:9])=[CH:6][CH:5]=[CH:4][C:3]=1[N+:12]([O-:14])=[O:13]. The yield is 0.440. (2) The reactants are Br[C:2]1[C:10]2[C:6](=[N:7][S:8][N:9]=2)[C:5](Br)=[CH:4][CH:3]=1.C[Sn](C)(C)[C:14]1[S:15][CH:16]=[C:17]([CH2:19][CH2:20][CH2:21][CH2:22][CH2:23][CH2:24][CH2:25][CH2:26][CH2:27][CH2:28][CH2:29][CH3:30])[CH:18]=1.O1[CH:44]=[CH:48][CH:47]=[C:46]1P([C:44]1O[CH:46]=[CH:47][CH:48]=1)[C:44]1O[CH:46]=[CH:47][CH:48]=1. The catalyst is C1C=CC(/C=C/C(/C=C/C2C=CC=CC=2)=O)=CC=1.C1C=CC(/C=C/C(/C=C/C2C=CC=CC=2)=O)=CC=1.C1C=CC(/C=C/C(/C=C/C2C=CC=CC=2)=O)=CC=1.[Pd].[Pd].C1COCC1. The product is [CH2:19]([C:17]1[CH:18]=[C:14]([C:2]2[C:10]3[C:6](=[N:7][S:8][N:9]=3)[C:5]([C:14]3[S:15][CH:16]=[C:17]([CH2:19][CH2:20][CH2:21][CH2:22][CH2:23][CH2:24][CH2:25][CH2:26][CH2:46][CH2:47][CH2:48][CH3:44])[CH:18]=3)=[CH:4][CH:3]=2)[S:15][CH:16]=1)[CH2:20][CH2:21][CH2:22][CH2:23][CH2:24][CH2:25][CH2:26][CH2:27][CH2:28][CH2:29][CH3:30]. The yield is 0.780. (3) The reactants are [NH:1]1[C:5]2=[N:6][CH:7]=[CH:8][CH:9]=[C:4]2[CH:3]=[CH:2]1.C=O.Cl.CNC.CI.[Si](C#N)(C)(C)C.CC[CH2:26][CH2:27][N+:28](CCCC)(CCCC)CCCC.[F-]. The catalyst is C(O)(C)C. The product is [NH:1]1[C:5]2=[N:6][CH:7]=[CH:8][CH:9]=[C:4]2[C:3]([CH2:26][C:27]#[N:28])=[CH:2]1. The yield is 0.280. (4) The catalyst is C(COC)OC.O.ClCCl.Cl[Pd](Cl)([P](C1C=CC=CC=1)(C1C=CC=CC=1)C1C=CC=CC=1)[P](C1C=CC=CC=1)(C1C=CC=CC=1)C1C=CC=CC=1. The reactants are Br[C:2]1[C:11]2[C:6](=[CH:7][C:8]([O:14][CH3:15])=[C:9]([O:12][CH3:13])[CH:10]=2)[C:5](=[O:16])[N:4]([CH2:17][CH3:18])[CH:3]=1.[CH3:19][C:20]1[S:21][C:22]2[CH:28]=[CH:27][C:26](B3OC(C)(C)C(C)(C)O3)=[CH:25][C:23]=2[N:24]=1.C(=O)([O-])[O-].[Cs+].[Cs+]. The yield is 0.290. The product is [CH2:17]([N:4]1[CH:3]=[C:2]([C:26]2[CH:27]=[CH:28][C:22]3[S:21][C:20]([CH3:19])=[N:24][C:23]=3[CH:25]=2)[C:11]2[C:6](=[CH:7][C:8]([O:14][CH3:15])=[C:9]([O:12][CH3:13])[CH:10]=2)[C:5]1=[O:16])[CH3:18].